Dataset: Full USPTO retrosynthesis dataset with 1.9M reactions from patents (1976-2016). Task: Predict the reactants needed to synthesize the given product. (1) Given the product [CH2:1]([N:8]1[CH2:12][CH:11]([CH3:13])[CH:10]([N:14]([C:15]([O:17][C:18]([CH3:20])([CH3:19])[CH3:21])=[O:16])[CH3:30])[CH2:9]1)[C:2]1[CH:3]=[CH:4][CH:5]=[CH:6][CH:7]=1, predict the reactants needed to synthesize it. The reactants are: [CH2:1]([N:8]1[CH2:12][CH:11]([CH3:13])[CH:10]([NH:14][C:15]([O:17][C:18]([CH3:21])([CH3:20])[CH3:19])=[O:16])[CH2:9]1)[C:2]1[CH:7]=[CH:6][CH:5]=[CH:4][CH:3]=1.[H-].[H-].[H-].[H-].[Li+].[Al+3].[OH-].[Na+].[CH3:30]C(OC(OC(OC(C)(C)C)=O)=O)(C)C. (2) Given the product [NH2:42][C:41]1[CH:40]=[CH:39][CH:38]=[CH:37][C:45]=1[NH:44][C:18]([C:15]1[N:16]([CH3:17])[C:10]2[CH2:9][NH:8][CH2:13][CH2:12][C:11]=2[CH:14]=1)=[O:20].[C:1]([O:5][C:6]([N:8]1[CH2:13][CH2:12][C:11]2[CH:14]=[C:15]([C:18](=[O:19])[NH:52][C:47]3[CH:48]=[CH:49][CH:50]=[CH:51][C:46]=3[NH:53][C:57]([O:36][C:37]([CH3:45])([CH3:21])[CH3:38])=[O:58])[N:16]([CH3:17])[C:10]=2[CH2:9]1)=[O:7])([CH3:3])([CH3:4])[CH3:2], predict the reactants needed to synthesize it. The reactants are: [C:1]([O:5][C:6]([N:8]1[CH2:13][CH2:12][C:11]2[CH:14]=[C:15]([C:18]([OH:20])=[O:19])[N:16]([CH3:17])[C:10]=2[CH2:9]1)=[O:7])([CH3:4])([CH3:3])[CH3:2].[CH:21]1(N=C=NC2CCCCC2)CCCCC1.[OH:36][C:37]1[C:45]2[N:44]=N[NH:42][C:41]=2[CH:40]=[CH:39][CH:38]=1.[C:46]1([NH2:53])[CH:51]=[CH:50][CH:49]=[CH:48][C:47]=1[NH2:52].CN([CH:57]=[O:58])C. (3) Given the product [CH3:1][C:2]1[N:7]=[C:6]([C:8]([OH:16])=[O:9])[C:5]([C:10]2[CH:15]=[CH:14][CH:13]=[CH:12][CH:11]=2)=[CH:4][CH:3]=1, predict the reactants needed to synthesize it. The reactants are: [CH3:1][C:2]1[N:7]=[C:6]([CH2:8][OH:9])[C:5]([C:10]2[CH:15]=[CH:14][CH:13]=[CH:12][CH:11]=2)=[CH:4][CH:3]=1.[O-:16][Mn](=O)(=O)=O.[K+]. (4) Given the product [CH2:39]([Sn:34]([CH2:30][CH2:31][CH2:32][CH3:33])([CH2:35][CH2:36][CH2:37][CH3:38])[C:12]1[N:13]=[C:14]2[C:20]3[CH:21]=[CH:22][C:23]([C:25]([O:27][CH3:28])=[O:26])=[CH:24][C:19]=3[O:18][CH2:17][CH2:16][N:15]2[CH:29]=1)[CH2:40][CH2:41][CH3:42], predict the reactants needed to synthesize it. The reactants are: C([Mg]Cl)(C)C.O1CCCC1.I[C:12]1[N:13]=[C:14]2[C:20]3[CH:21]=[CH:22][C:23]([C:25]([O:27][CH3:28])=[O:26])=[CH:24][C:19]=3[O:18][CH2:17][CH2:16][N:15]2[CH:29]=1.[CH2:30]([Sn:34](Cl)([CH2:39][CH2:40][CH2:41][CH3:42])[CH2:35][CH2:36][CH2:37][CH3:38])[CH2:31][CH2:32][CH3:33].[NH4+].[Cl-]. (5) The reactants are: [NH2:1][C:2]1[CH:7]=[CH:6][C:5]([Cl:8])=[CH:4][C:3]=1[NH:9][C:10]1[N:18]=[C:17]2[C:13]([NH:14][C:15](=[O:25])[N:16]2[CH:19]2[CH2:24][CH2:23][O:22][CH2:21][CH2:20]2)=[C:12]([C:26]2[CH:31]=[CH:30][N:29]=[CH:28][CH:27]=2)[N:11]=1.[CH3:32]OC(OC)OC.C1(C)C=CC(S(O)(=O)=O)=CC=1. Given the product [Cl:8][C:5]1[CH:6]=[CH:7][C:2]2[N:1]=[CH:32][N:9]([C:10]3[N:18]=[C:17]4[C:13]([NH:14][C:15](=[O:25])[N:16]4[CH:19]4[CH2:24][CH2:23][O:22][CH2:21][CH2:20]4)=[C:12]([C:26]4[CH:27]=[CH:28][N:29]=[CH:30][CH:31]=4)[N:11]=3)[C:3]=2[CH:4]=1, predict the reactants needed to synthesize it. (6) Given the product [N:12]([CH:2]1[CH2:10][C:9]2[C:4](=[CH:5][CH:6]=[CH:7][CH:8]=2)[C@@H:3]1[OH:11])=[N+:13]=[N-:14], predict the reactants needed to synthesize it. The reactants are: Br[C@@H:2]1[CH2:10][C:9]2[C:4](=[CH:5][CH:6]=[CH:7][CH:8]=2)[C@H:3]1[OH:11].[N-:12]=[N+:13]=[N-:14].[Na+].CCOC(C)=O.O. (7) Given the product [Br:1][C:2]1[CH:3]=[C:4]([CH:8]([NH:10][CH2:21][C:22]([C:24]2[CH:29]=[CH:28][C:27]([Cl:30])=[CH:26][CH:25]=2)=[O:23])[CH3:9])[CH:5]=[CH:6][CH:7]=1, predict the reactants needed to synthesize it. The reactants are: [Br:1][C:2]1[CH:3]=[C:4]([CH:8]([NH2:10])[CH3:9])[CH:5]=[CH:6][CH:7]=1.C(N(C(C)C)CC)(C)C.Br[CH2:21][C:22]([C:24]1[CH:29]=[CH:28][C:27]([Cl:30])=[CH:26][CH:25]=1)=[O:23].